Dataset: Reaction yield outcomes from USPTO patents with 853,638 reactions. Task: Predict the reaction yield, written as a fraction of the theoretical maximum amount of product (1.0 means a 100% yield; for example, 0.34 means a 34% yield). (1) The reactants are Cl[C:2]1[C:11]2[C:6](=[CH:7][CH:8]=[CH:9][CH:10]=2)[N:5]=[CH:4][CH:3]=1.C([NH2:15])(=O)C.C([O-])([O-])=O.[K+].[K+]. No catalyst specified. The product is [NH2:15][C:2]1[C:11]2[C:6](=[CH:7][CH:8]=[CH:9][CH:10]=2)[N:5]=[CH:4][CH:3]=1. The yield is 0.600. (2) The product is [NH2:16][C:2]1[C:7]([C:8]([O:10][CH2:11][CH3:12])=[S:9])=[CH:6][N:5]=[C:4]([CH3:13])[N:3]=1. The catalyst is O1CCCC1. The yield is 0.950. The reactants are Cl[C:2]1[C:7]([C:8]([O:10][CH2:11][CH3:12])=[S:9])=[CH:6][N:5]=[C:4]([CH3:13])[N:3]=1.C([N:16](CC)CC)C.[OH-].[NH4+].O.